From a dataset of Catalyst prediction with 721,799 reactions and 888 catalyst types from USPTO. Predict which catalyst facilitates the given reaction. Reactant: C([O:4][CH:5]([C@@H:12]([NH:18][C:19]([O:21][C:22]([CH3:25])([CH3:24])[CH3:23])=[O:20])[CH2:13][CH:14]1[CH2:17][CH2:16][CH2:15]1)[C:6]([NH:8][CH:9]1[CH2:11][CH2:10]1)=[O:7])(=O)C.[OH-].[Na+]. Product: [CH:14]1([CH2:13][C@H:12]([NH:18][C:19](=[O:20])[O:21][C:22]([CH3:24])([CH3:23])[CH3:25])[CH:5]([OH:4])[C:6]([NH:8][CH:9]2[CH2:10][CH2:11]2)=[O:7])[CH2:17][CH2:16][CH2:15]1. The catalyst class is: 5.